Dataset: Catalyst prediction with 721,799 reactions and 888 catalyst types from USPTO. Task: Predict which catalyst facilitates the given reaction. (1) Reactant: [CH3:1][O:2][C:3]1[CH:8]=[C:7]([N+:9]([O-])=O)[CH:6]=[CH:5][C:4]=1[OH:12].[H][H]. Product: [CH3:1][O:2][C:3]1[CH:8]=[C:7]([NH2:9])[CH:6]=[CH:5][C:4]=1[OH:12]. The catalyst class is: 45. (2) Reactant: Cl[C:2]1[N:18]=[C:5]2[C:6]([C:10]3[CH:15]=[CH:14][CH:13]=[CH:12][C:11]=3[O:16][CH3:17])=[CH:7][CH:8]=[CH:9][N:4]2[N:3]=1.[C:19]([O:23][C:24]([N:26]1[CH2:32][CH2:31][C:30]2[CH:33]=[CH:34][C:35]([NH2:37])=[CH:36][C:29]=2[CH2:28][CH2:27]1)=[O:25])([CH3:22])([CH3:21])[CH3:20].C1(P(C2CCCCC2)C2(P(C3CCCCC3)C3CCCCC3)CC=CC=C2C2C=CC=CC=2)CCCCC1.C(=O)([O-])[O-].[Cs+].[Cs+]. Product: [C:19]([O:23][C:24]([N:26]1[CH2:32][CH2:31][C:30]2[CH:33]=[CH:34][C:35]([NH:37][C:2]3[N:18]=[C:5]4[C:6]([C:10]5[CH:15]=[CH:14][CH:13]=[CH:12][C:11]=5[O:16][CH3:17])=[CH:7][CH:8]=[CH:9][N:4]4[N:3]=3)=[CH:36][C:29]=2[CH2:28][CH2:27]1)=[O:25])([CH3:22])([CH3:20])[CH3:21]. The catalyst class is: 584. (3) Reactant: N1C=CN=[CH:2]1.[Si:6](Cl)([C:9]([CH3:12])([CH3:11])[CH3:10])(C)C.[NH2:14][C:15]1[C:20](C)=[CH:19][CH:18]=[CH:17][C:16]=1[CH2:22]O.C([O:27][CH2:28][CH3:29])(=O)C. Product: [C:9]([SiH2:6][O:27][C:28]([CH3:29])([CH3:2])[C:20]1[CH:19]=[CH:18][CH:17]=[C:16]([CH3:22])[C:15]=1[NH2:14])([CH3:12])([CH3:11])[CH3:10]. The catalyst class is: 9. (4) Reactant: C(OC([N:8]1[C:16]2[C:11](=[C:12]([CH:20]([C:22]3[N:23](COCC[Si](C)(C)C)[C:24]4[C:29]([CH:30]=3)=[CH:28][CH:27]=[C:26]([C:31]#[N:32])[CH:25]=4)[OH:21])[C:13]([O:18][CH3:19])=[CH:14][C:15]=2[CH3:17])[CH:10]=[CH:9]1)=O)(C)(C)C.CCCC[N+](CCCC)(CCCC)CCCC.[F-].C(N)CN. Product: [OH:21][CH:20]([C:12]1[C:13]([O:18][CH3:19])=[CH:14][C:15]([CH3:17])=[C:16]2[C:11]=1[CH:10]=[CH:9][NH:8]2)[C:22]1[NH:23][C:24]2[C:29]([CH:30]=1)=[CH:28][CH:27]=[C:26]([C:31]#[N:32])[CH:25]=2. The catalyst class is: 1. (5) Reactant: [CH3:1][C:2]([CH3:15])([CH3:14])[CH2:3][C:4]([C:6]1[CH:13]=[CH:12][C:9]([C:10]#[N:11])=[CH:8][CH:7]=1)=[CH2:5].[C:16]([O:20][C:21](O[C:21]([O:20][C:16]([CH3:19])([CH3:18])[CH3:17])=[O:22])=[O:22])([CH3:19])([CH3:18])[CH3:17]. Product: [C:16]([O:20][C:21]([NH:11][CH2:10][C:9]1[CH:8]=[CH:7][C:6]([CH:4]([CH3:5])[CH2:3][C:2]([CH3:15])([CH3:14])[CH3:1])=[CH:13][CH:12]=1)=[O:22])([CH3:19])([CH3:18])[CH3:17]. The catalyst class is: 19. (6) Reactant: [OH:1][C@H:2]1[CH2:6][CH2:5][NH:4][C@@H:3]1[C:7]([OH:9])=[O:8].CCN(C(C)C)C(C)C.Cl[C:20]([O:22][CH2:23][C:24]1[CH:29]=[CH:28][CH:27]=[CH:26][CH:25]=1)=[O:21]. Product: [CH2:23]([O:22][C:20]([N:4]1[CH2:5][CH2:6][C@H:2]([OH:1])[C@H:3]1[C:7]([OH:9])=[O:8])=[O:21])[C:24]1[CH:29]=[CH:28][CH:27]=[CH:26][CH:25]=1. The catalyst class is: 3. (7) Reactant: [CH3:1][C@H:2]1[CH2:7][N:6]([C:8]2[CH:13]=[CH:12][C:11]([N+:14]([O-:16])=[O:15])=[CH:10][CH:9]=2)[CH2:5][CH2:4][N:3]1C(OC(C)(C)C)=O.C(O)(C(F)(F)F)=O. Product: [CH3:1][C@@H:2]1[NH:3][CH2:4][CH2:5][N:6]([C:8]2[CH:9]=[CH:10][C:11]([N+:14]([O-:16])=[O:15])=[CH:12][CH:13]=2)[CH2:7]1. The catalyst class is: 2. (8) Reactant: C(=O)([O-])[O-].[Cs+].[Cs+].F[C:8]1[CH:15]=[CH:14][C:13]([I:16])=[CH:12][C:9]=1[CH:10]=O.Cl.Cl.[N:19]1[CH:24]=[CH:23][CH:22]=[C:21]([NH:25][NH2:26])[CH:20]=1. Product: [I:16][C:13]1[CH:12]=[C:9]2[C:8](=[CH:15][CH:14]=1)[N:25]([C:21]1[CH:20]=[N:19][CH:24]=[CH:23][CH:22]=1)[N:26]=[CH:10]2. The catalyst class is: 60.